Task: Predict the reaction yield, written as a fraction of the theoretical maximum amount of product (1.0 means a 100% yield; for example, 0.34 means a 34% yield).. Dataset: Reaction yield outcomes from USPTO patents with 853,638 reactions (1) The reactants are [F:1][C:2]([F:19])([F:18])[C:3]([N:5]1[CH2:8][CH:7]([CH2:9][C:10]2[CH:15]=[CH:14][CH:13]=[CH:12][C:11]=2[O:16][CH3:17])[CH2:6]1)=[O:4].[Na+].[Br-:21].OOS([O-])=O.[K+].S(S([O-])=O)([O-])(=O)=O.[Na+].[Na+]. The catalyst is CC(C)=O.O.CCOC(C)=O. The product is [Br:21][C:14]1[CH:13]=[CH:12][C:11]([O:16][CH3:17])=[C:10]([CH:15]=1)[CH2:9][CH:7]1[CH2:6][N:5]([C:3](=[O:4])[C:2]([F:1])([F:18])[F:19])[CH2:8]1. The yield is 0.530. (2) The reactants are [C:1](OC(=O)C)(=[O:3])[CH3:2].Cl.Cl.[O:10]([C:17]1[C:18]([NH:33][C:34]2[S:35][CH:36]=[C:37]([CH2:39][CH:40]3[CH2:45][CH2:44][NH:43][CH2:42][CH2:41]3)[N:38]=2)=[N:19][CH:20]=[C:21]([S:23][C:24]2[CH:29]=[CH:28][N:27]=[C:26]3[CH:30]=[CH:31][S:32][C:25]=23)[CH:22]=1)[C:11]1[CH:16]=[CH:15][CH:14]=[CH:13][CH:12]=1.C(N(CC)CC)C. The catalyst is C1COCC1. The product is [O:10]([C:17]1[C:18]([NH:33][C:34]2[S:35][CH:36]=[C:37]([CH2:39][CH:40]3[CH2:45][CH2:44][N:43]([C:1](=[O:3])[CH3:2])[CH2:42][CH2:41]3)[N:38]=2)=[N:19][CH:20]=[C:21]([S:23][C:24]2[CH:29]=[CH:28][N:27]=[C:26]3[CH:30]=[CH:31][S:32][C:25]=23)[CH:22]=1)[C:11]1[CH:16]=[CH:15][CH:14]=[CH:13][CH:12]=1. The yield is 0.912. (3) The reactants are [C:1]1([CH2:7][C:8](=O)[C:9]([O-:11])=[O:10])[CH:6]=[CH:5][CH:4]=[CH:3][CH:2]=1.[Na+].C1C=[N+:18]([C@@H]2O[C@H](COP(OP(OC[C@H]3O[C@@H](N4C5N=CN=C(N)C=5N=C4)[C@H](OP(O)(O)=O)[C@@H]3O)(O)=O)(O)=O)[C@@H](O)[C@H]2O)[CH:17]=C(C(N)=O)C=1.O=C[C@@H]([C@H]([C@@H]([C@@H](CO)O)O)O)O.CN.Cl.[OH-].[Na+]. No catalyst specified. The product is [CH3:17][NH:18][C@H:8]([C:9]([OH:11])=[O:10])[CH2:7][C:1]1[CH:6]=[CH:5][CH:4]=[CH:3][CH:2]=1. The yield is 0.750. (4) The product is [NH2:9][C:10]1[NH:7][C:5](=[O:6])[N:4]([CH:1]2[CH2:3][CH2:2]2)[C:12](=[O:13])[CH:11]=1. The yield is 0.560. The catalyst is C(O)C. The reactants are [CH:1]1([NH:4][C:5]([NH2:7])=[O:6])[CH2:3][CH2:2]1.Cl.[NH2:9][C:10](OCC)=[CH:11][C:12](OCC)=[O:13].CC[O-].[Na+]. (5) The reactants are Br[C:2]1[CH:7]=[CH:6][CH:5]=[CH:4][C:3]=1[CH2:8][CH2:9][O:10][CH:11]1[CH2:16][CH2:15][CH2:14][CH2:13][O:12]1.[B:17](OC(C)C)([O:22]C(C)C)[O:18]C(C)C.C([Li])CCC. The catalyst is O1CCCC1.CCCCCC. The product is [O:12]1[CH2:13][CH2:14][CH2:15][CH2:16][CH:11]1[O:10][CH2:9][CH2:8][C:3]1[CH:4]=[CH:5][CH:6]=[CH:7][C:2]=1[B:17]([OH:22])[OH:18]. The yield is 0.566. (6) The reactants are Cl.[NH:2]([C:4]([C@H:6]1[CH2:11][CH2:10][C@H:9]([C:12]([O:14][CH3:15])=[O:13])[CH2:8][CH2:7]1)=[O:5])[NH2:3].[F:16][C:17]1([F:23])[CH2:19][CH:18]1[C:20](O)=[O:21].CCN=C=NCCCN(C)C.Cl.C1C=CC2N(O)N=NC=2C=1.O.C(N(CC)CC)C. The catalyst is CCOC(C)=O.CC#N. The product is [F:16][C:17]1([F:23])[CH2:19][CH:18]1[C:20]([NH:3][NH:2][C:4]([C@H:6]1[CH2:7][CH2:8][C@H:9]([C:12]([O:14][CH3:15])=[O:13])[CH2:10][CH2:11]1)=[O:5])=[O:21]. The yield is 0.930. (7) The reactants are [CH3:1][O:2][C:3]1[CH:9]=[CH:8][C:6]([NH2:7])=[CH:5][CH:4]=1.[CH2:10]=O.[ClH:12].[CH2:13]([N:15]([CH2:30][CH3:31])[C:16]1[CH:21]=[CH:20][C:19]([C:22]([C:24]2[CH:29]=[CH:28][CH:27]=[CH:26][N:25]=2)=O)=[CH:18][CH:17]=1)[CH3:14]. The catalyst is C(O)C. The product is [Cl-:12].[CH2:13]([N:15]([CH2:30][CH3:31])[C:16]1[CH:21]=[CH:20][C:19]([C:22]2[N:7]([C:6]3[CH:8]=[CH:9][C:3]([O:2][CH3:1])=[CH:4][CH:5]=3)[CH:10]=[N+:25]3[CH:26]=[CH:27][CH:28]=[CH:29][C:24]=23)=[CH:18][CH:17]=1)[CH3:14]. The yield is 0.800. (8) The reactants are [OH:1][C@@H:2]([C@@H:6]([CH3:10])[C:7]([OH:9])=[O:8])[C:3]([OH:5])=[O:4].CO[C:13](OC)([CH3:15])[CH3:14]. The catalyst is CC(C)=O.[Cu](Cl)Cl. The product is [CH3:14][C:13]1([CH3:15])[O:1][C@@H:2]([C@@H:6]([CH3:10])[C:7]([OH:9])=[O:8])[C:3](=[O:5])[O:4]1. The yield is 0.820.